From a dataset of Full USPTO retrosynthesis dataset with 1.9M reactions from patents (1976-2016). Predict the reactants needed to synthesize the given product. (1) The reactants are: CO[C:3]([C:5]1[C:10]([C:11]([O:13]C)=O)=[N:9][C:8]([CH3:15])=[CH:7][N:6]=1)=[O:4].[Cl:16][C:17]1[CH:18]=[C:19]([CH:28]=[CH:29][C:30]=1[Cl:31])[CH2:20][N:21]1[C:25](=[O:26])[CH2:24][CH2:23][C:22]1=[O:27].[H-].[Na+]. Given the product [Cl:16][C:17]1[CH:18]=[C:19]([CH:28]=[CH:29][C:30]=1[Cl:31])[CH2:20][N:21]1[C:22](=[O:27])[C:23]2[C:24](=[C:11]([OH:13])[C:10]3[N:9]=[C:8]([CH3:15])[CH:7]=[N:6][C:5]=3[C:3]=2[OH:4])[C:25]1=[O:26], predict the reactants needed to synthesize it. (2) Given the product [Cl:14][C:11]1[C:12]([CH3:13])=[C:7]([CH:5]2[CH2:4][N:3]([CH:33]3[CH2:34][CH2:35][O:30][CH2:31][CH2:32]3)[CH2:6]2)[C:8]([O:28][CH3:29])=[C:9]([CH:15]([N:17]2[C:21]3=[N:22][CH:23]=[N:24][C:25]([NH2:26])=[C:20]3[C:19]([CH3:27])=[N:18]2)[CH3:16])[CH:10]=1, predict the reactants needed to synthesize it. The reactants are: Cl.Cl.[NH:3]1[CH2:6][CH:5]([C:7]2[C:8]([O:28][CH3:29])=[C:9]([CH:15]([N:17]3[C:21]4=[N:22][CH:23]=[N:24][C:25]([NH2:26])=[C:20]4[C:19]([CH3:27])=[N:18]3)[CH3:16])[CH:10]=[C:11]([Cl:14])[C:12]=2[CH3:13])[CH2:4]1.[O:30]1[CH2:35][CH2:34][C:33](=O)[CH2:32][CH2:31]1.C(N(CC)CC)C.C(O[BH-](OC(=O)C)OC(=O)C)(=O)C.[Na+]. (3) Given the product [CH3:18][O:17][C@@H:14]1[CH2:15][CH2:16][N:12]([C:4]2[CH:5]=[CH:6][C:7]([N+:9]([O-:11])=[O:10])=[CH:8][C:3]=2[O:2][CH3:1])[CH2:13]1, predict the reactants needed to synthesize it. The reactants are: [CH3:1][O:2][C:3]1[CH:8]=[C:7]([N+:9]([O-:11])=[O:10])[CH:6]=[CH:5][C:4]=1[N:12]1[CH2:16][CH2:15][C@@H:14]([OH:17])[CH2:13]1.[CH3:18]N(C=O)C.[H-].[Na+].CI. (4) Given the product [C:27]([O:33][CH2:34][N:35]1[C:39]2=[N:40][CH:41]=[C:42]([C:7]3[C:6]4[C:10](=[CH:11][CH:12]=[C:4]([CH:1]([CH3:2])[CH3:3])[CH:5]=4)[N:9]([CH3:13])[N:8]=3)[N:43]=[C:38]2[C:37]([C:45](=[O:51])[NH:46][C:47]([CH3:50])([CH3:49])[CH3:48])=[CH:36]1)(=[O:32])[C:28]([CH3:31])([CH3:30])[CH3:29], predict the reactants needed to synthesize it. The reactants are: [CH:1]([C:4]1[CH:5]=[C:6]2[C:10](=[CH:11][CH:12]=1)[N:9]([CH3:13])[N:8]=[C:7]2[Sn](CCCC)(CCCC)CCCC)([CH3:3])[CH3:2].[C:27]([O:33][CH2:34][N:35]1[C:39]2=[N:40][CH:41]=[C:42](Br)[N:43]=[C:38]2[C:37]([C:45](=[O:51])[NH:46][C:47]([CH3:50])([CH3:49])[CH3:48])=[CH:36]1)(=[O:32])[C:28]([CH3:31])([CH3:30])[CH3:29].